The task is: Regression/Classification. Given a drug SMILES string, predict its absorption, distribution, metabolism, or excretion properties. Task type varies by dataset: regression for continuous measurements (e.g., permeability, clearance, half-life) or binary classification for categorical outcomes (e.g., BBB penetration, CYP inhibition). Dataset: cyp2c9_veith.. This data is from CYP2C9 inhibition data for predicting drug metabolism from PubChem BioAssay. (1) The drug is CC(Sc1ncnc2ccccc12)C(=O)Nc1ccc2c(c1)OCO2. The result is 1 (inhibitor). (2) The compound is CCS(=O)(=O)N1CCCC(C(=O)NCCCOC(C)C)C1. The result is 0 (non-inhibitor).